Dataset: Reaction yield outcomes from USPTO patents with 853,638 reactions. Task: Predict the reaction yield, written as a fraction of the theoretical maximum amount of product (1.0 means a 100% yield; for example, 0.34 means a 34% yield). The reactants are [N:1]1[CH:6]=[C:5]([C@@H:7]2[CH2:12][CH2:11][CH2:10][N:8]2[CH3:9])[CH:4]=[CH:3][CH:2]=1.[Br:13][CH2:14][CH2:15][O:16][CH2:17][CH2:18][O:19][CH2:20][CH3:21]. The catalyst is CC(O)=O. The product is [Br-:13].[CH2:15]([O:16][CH2:17][CH2:18][O:19][CH2:20][CH2:21][N+:1]1[CH:2]=[CH:3][CH:4]=[C:5]([C@@H:7]2[CH2:12][CH2:11][CH2:10][N:8]2[CH3:9])[CH:6]=1)[CH3:14]. The yield is 0.380.